From a dataset of Forward reaction prediction with 1.9M reactions from USPTO patents (1976-2016). Predict the product of the given reaction. (1) Given the reactants [NH2:1][C:2]1[CH:3]=[CH:4][C:5]([CH2:8][C:9]([O:11][CH2:12][CH3:13])=[O:10])=[N:6][CH:7]=1.[CH:14](OCC)(OCC)OCC.[N-:24]=[N+:25]=[N-:26].[Na+], predict the reaction product. The product is: [N:1]1([C:2]2[CH:3]=[CH:4][C:5]([CH2:8][C:9]([O:11][CH2:12][CH3:13])=[O:10])=[N:6][CH:7]=2)[CH:14]=[N:26][N:25]=[N:24]1. (2) Given the reactants [C:1]([O:5][C:6](=[O:17])[NH:7][C@@H:8]([CH2:14][CH:15]=[CH2:16])/[C:9](/[CH3:13])=[CH:10]/[CH2:11][OH:12])([CH3:4])([CH3:3])[CH3:2].[C:18](O[C:18](=[O:25])[C:19]1[CH:24]=[CH:23][CH:22]=[CH:21][CH:20]=1)(=[O:25])[C:19]1[CH:24]=[CH:23][CH:22]=[CH:21][CH:20]=1.N1C=CC=CC=1.O, predict the reaction product. The product is: [C:18]([O:12][CH2:11]/[CH:10]=[C:9](\[CH3:13])/[C@@H:8]([NH:7][C:6]([O:5][C:1]([CH3:4])([CH3:3])[CH3:2])=[O:17])[CH2:14][CH:15]=[CH2:16])(=[O:25])[C:19]1[CH:24]=[CH:23][CH:22]=[CH:21][CH:20]=1.